Task: Predict the reaction yield, written as a fraction of the theoretical maximum amount of product (1.0 means a 100% yield; for example, 0.34 means a 34% yield).. Dataset: Reaction yield outcomes from USPTO patents with 853,638 reactions (1) The reactants are Cl[C:2]1[CH:7]=[C:6]([Cl:8])[N:5]=[C:4]([C:9]2[CH:14]=[CH:13][C:12]([N+:15]([O-:17])=[O:16])=[CH:11][CH:10]=2)[N:3]=1.Cl.[CH:19]12[NH:26][CH:23]([CH2:24][CH2:25]1)[CH2:22][O:21][CH2:20]2.C(N(CC)CC)C. The catalyst is ClCCl. The product is [Cl:8][C:6]1[N:5]=[C:4]([C:9]2[CH:14]=[CH:13][C:12]([N+:15]([O-:17])=[O:16])=[CH:11][CH:10]=2)[N:3]=[C:2]([N:26]2[CH:19]3[CH2:25][CH2:24][CH:23]2[CH2:22][O:21][CH2:20]3)[CH:7]=1. The yield is 0.860. (2) The reactants are [Cl:1][C:2]1[N:3]=[C:4](Cl)[C:5]2[S:10][C:9]([CH3:11])=[CH:8][C:6]=2[N:7]=1.[OH-:13].[Na+].Cl. The catalyst is C1COCC1. The product is [Cl:1][C:2]1[NH:3][C:4](=[O:13])[C:5]2[S:10][C:9]([CH3:11])=[CH:8][C:6]=2[N:7]=1. The yield is 0.920. (3) The reactants are [CH2:1]([O:8][C:9](=[O:15])[NH:10][CH2:11][CH2:12][CH:13]=[CH2:14])[C:2]1[CH:7]=[CH:6][CH:5]=[CH:4][CH:3]=1.B1C2CCCC1CCC2.[Br:25][C:26]1[CH:31]=[C:30](Br)[CH:29]=[C:28]([F:33])[C:27]=1[Cl:34].[OH-].[Na+].O. The catalyst is C1(C)C=CC=CC=1.C1C=CC([P]([Pd]([P](C2C=CC=CC=2)(C2C=CC=CC=2)C2C=CC=CC=2)([P](C2C=CC=CC=2)(C2C=CC=CC=2)C2C=CC=CC=2)[P](C2C=CC=CC=2)(C2C=CC=CC=2)C2C=CC=CC=2)(C2C=CC=CC=2)C2C=CC=CC=2)=CC=1. The product is [CH2:1]([O:8][C:9](=[O:15])[NH:10][CH2:11][CH2:12][CH2:13][CH2:14][C:30]1[CH:29]=[C:28]([F:33])[C:27]([Cl:34])=[C:26]([Br:25])[CH:31]=1)[C:2]1[CH:7]=[CH:6][CH:5]=[CH:4][CH:3]=1. The yield is 0.350. (4) The reactants are C(#N)C.[NH2:4][C:5]1[CH:10]=[CH:9][C:8]([SH:11])=[CH:7][CH:6]=1.C(N(CC)CC)C.I[C:20]([F:29])([F:28])[C:21]([F:27])([F:26])[C:22]([F:25])([F:24])[F:23]. The catalyst is CCOCC. The product is [F:26][C:21]([F:27])([C:22]([F:25])([F:24])[F:23])[C:20]([F:29])([F:28])[S:11][C:8]1[CH:9]=[CH:10][C:5]([NH2:4])=[CH:6][CH:7]=1. The yield is 0.630. (5) The reactants are CON(C)[C:4](=[O:30])[CH2:5][CH2:6][CH2:7][O:8][C@H:9]1[CH2:14][CH2:13][C@H:12]([N:15]([CH3:29])[S:16]([C:19]2[CH:24]=[CH:23][C:22]([C:25]([F:28])([F:27])[F:26])=[CH:21][CH:20]=2)(=[O:18])=[O:17])[CH2:11][CH2:10]1.[CH3:32][Mg]Br.[NH4+].[Cl-]. The catalyst is C1COCC1. The product is [CH3:29][N:15]([C@H:12]1[CH2:11][CH2:10][C@H:9]([O:8][CH2:7][CH2:6][CH2:5][C:4](=[O:30])[CH3:32])[CH2:14][CH2:13]1)[S:16]([C:19]1[CH:24]=[CH:23][C:22]([C:25]([F:28])([F:27])[F:26])=[CH:21][CH:20]=1)(=[O:18])=[O:17]. The yield is 0.610. (6) The reactants are [Cl:1][C:2]1[N:7]=[C:6]([NH:8][C:9]2[CH:10]=[C:11]3[C:15](=[CH:16][CH:17]=2)[NH:14][N:13]=[CH:12]3)[CH:5]=[CH:4][N:3]=1.[CH3:18][C:19]([O:22][C:23](O[C:23]([O:22][C:19]([CH3:21])([CH3:20])[CH3:18])=[O:24])=[O:24])([CH3:21])[CH3:20]. The catalyst is C(Cl)Cl.CN(C1C=CN=CC=1)C. The product is [C:19]([O:22][C:23]([N:8]([C:6]1[CH:5]=[CH:4][N:3]=[C:2]([Cl:1])[N:7]=1)[C:9]1[CH:10]=[C:11]2[C:15](=[CH:16][CH:17]=1)[N:14]([C:23]([O:22][C:19]([CH3:21])([CH3:20])[CH3:18])=[O:24])[N:13]=[CH:12]2)=[O:24])([CH3:21])([CH3:20])[CH3:18]. The yield is 0.670. (7) The reactants are Br[C:2]1[CH:24]=[CH:23][C:5]2[C:6]3[N:7]([CH:11]=[C:12]([C:14]4[N:18]([CH:19]([CH3:21])[CH3:20])[N:17]=[C:16]([CH3:22])[N:15]=4)[N:13]=3)[CH2:8][CH2:9][O:10][C:4]=2[CH:3]=1.C([O-])(=O)C.[K+].[CH3:30][N:31]1[CH:35]=[CH:34][C:33](B2OC(C)(C)C(C)(C)O2)=[N:32]1. The catalyst is C(#N)C.CCOC(C)=O.C1C=CC([P]([Pd]([P](C2C=CC=CC=2)(C2C=CC=CC=2)C2C=CC=CC=2)([P](C2C=CC=CC=2)(C2C=CC=CC=2)C2C=CC=CC=2)[P](C2C=CC=CC=2)(C2C=CC=CC=2)C2C=CC=CC=2)(C2C=CC=CC=2)C2C=CC=CC=2)=CC=1. The product is [CH:19]([N:18]1[C:14]([C:12]2[N:13]=[C:6]3[C:5]4[CH:23]=[CH:24][C:2]([C:34]5[CH:33]=[N:32][N:31]([CH3:30])[CH:35]=5)=[CH:3][C:4]=4[O:10][CH2:9][CH2:8][N:7]3[CH:11]=2)=[N:15][C:16]([CH3:22])=[N:17]1)([CH3:21])[CH3:20]. The yield is 0.550.